Dataset: Forward reaction prediction with 1.9M reactions from USPTO patents (1976-2016). Task: Predict the product of the given reaction. The product is: [CH:8]([C:6]1[CH:7]=[C:2]([CH3:1])[C:3]([NH2:11])=[N:4][CH:5]=1)([CH3:10])[CH3:9]. Given the reactants [CH3:1][C:2]1[C:3]([N+:11]([O-])=O)=[N:4][CH:5]=[C:6]([C:8]([CH3:10])=[CH2:9])[CH:7]=1, predict the reaction product.